Dataset: Forward reaction prediction with 1.9M reactions from USPTO patents (1976-2016). Task: Predict the product of the given reaction. (1) Given the reactants [F:1][C:2]1[CH:3]=[C:4]([CH:19]=[CH:20][C:21]=1[NH:22][C:23](=[O:31])[CH2:24][N:25]1[CH2:30][CH2:29][O:28][CH2:27][CH2:26]1)[O:5][CH:6]1[CH2:11][CH2:10][N:9]([C:12](OC(C)(C)C)=O)[CH2:8][CH2:7]1.FC(F)(F)C(O)=O.[C:39]1(=O)[CH2:42]C[CH2:40]1.C(O[BH-](OC(=O)C)OC(=O)C)(=O)C.[Na+], predict the reaction product. The product is: [CH:12]1([N:9]2[CH2:10][CH2:11][CH:6]([O:5][C:4]3[CH:19]=[CH:20][C:21]([NH:22][C:23](=[O:31])[CH2:24][N:25]4[CH2:30][CH2:29][O:28][CH2:27][CH2:26]4)=[C:2]([F:1])[CH:3]=3)[CH2:7][CH2:8]2)[CH2:42][CH2:39][CH2:40]1. (2) Given the reactants [H-].[Na+].[I-].[CH3:4][S+](C)(C)=O.[CH2:9]([O:16][C:17]1[N:18]=[N:19][C:20]([C:31]([C:33]2[CH:38]=[CH:37][CH:36]=[CH:35][CH:34]=2)=[CH2:32])=[CH:21][C:22]=1[O:23][CH2:24][C:25]1[CH:30]=[CH:29][CH:28]=[CH:27][CH:26]=1)[C:10]1[CH:15]=[CH:14][CH:13]=[CH:12][CH:11]=1, predict the reaction product. The product is: [CH2:9]([O:16][C:17]1[N:18]=[N:19][C:20]([C:31]2([C:33]3[CH:38]=[CH:37][CH:36]=[CH:35][CH:34]=3)[CH2:4][CH2:32]2)=[CH:21][C:22]=1[O:23][CH2:24][C:25]1[CH:26]=[CH:27][CH:28]=[CH:29][CH:30]=1)[C:10]1[CH:11]=[CH:12][CH:13]=[CH:14][CH:15]=1. (3) Given the reactants CCCCCC.C([Li])CCC.[C:12]1([C:43]2[CH:48]=[CH:47][CH:46]=[CH:45][CH:44]=2)[CH:17]=[CH:16][C:15]([C:18]2[N:23]=[C:22]([C:24]3[CH:29]=[CH:28][C:27]([C:30]4[CH:35]=[CH:34][CH:33]=[CH:32][CH:31]=4)=[CH:26][CH:25]=3)[N:21]=[C:20]([C:36]3[CH:41]=[CH:40][C:39](Br)=[CH:38][CH:37]=3)[N:19]=2)=[CH:14][CH:13]=1.Br[C:50]1[CH:51]=[CH:52][C:53]([C:56]2[CH:61]=[CH:60][N:59]=[CH:58][CH:57]=2)=[N:54][CH:55]=1, predict the reaction product. The product is: [C:12]1([C:43]2[CH:48]=[CH:47][CH:46]=[CH:45][CH:44]=2)[CH:17]=[CH:16][C:15]([C:18]2[N:23]=[C:22]([C:24]3[CH:29]=[CH:28][C:27]([C:30]4[CH:35]=[CH:34][CH:33]=[CH:32][CH:31]=4)=[CH:26][CH:25]=3)[N:21]=[C:20]([C:36]3[CH:41]=[CH:40][C:39]([C:50]4[CH:51]=[CH:52][C:53]([C:56]5[CH:61]=[CH:60][N:59]=[CH:58][CH:57]=5)=[N:54][CH:55]=4)=[CH:38][CH:37]=3)[N:19]=2)=[CH:14][CH:13]=1. (4) Given the reactants [CH3:1][C:2]1[CH:7]=[CH:6][CH:5]=[C:4]([CH3:8])[C:3]=1[C:9]1[CH:14]=[CH:13][CH:12]=[C:11]([CH2:15][NH:16][C:17]2[N:22]=[CH:21][C:20]([CH2:23][CH2:24][C:25]([O:27]C)=[O:26])=[CH:19][CH:18]=2)[CH:10]=1.[OH-].[Na+].O.Cl, predict the reaction product. The product is: [CH3:8][C:4]1[CH:5]=[CH:6][CH:7]=[C:2]([CH3:1])[C:3]=1[C:9]1[CH:14]=[CH:13][CH:12]=[C:11]([CH2:15][NH:16][C:17]2[N:22]=[CH:21][C:20]([CH2:23][CH2:24][C:25]([OH:27])=[O:26])=[CH:19][CH:18]=2)[CH:10]=1.